This data is from Full USPTO retrosynthesis dataset with 1.9M reactions from patents (1976-2016). The task is: Predict the reactants needed to synthesize the given product. (1) Given the product [Br:1][C:2]1[CH:8]=[CH:7][C:5]([NH:6][C:11](=[O:12])[O:13][C:14]([CH3:17])([CH3:16])[CH3:15])=[C:4]([O:9][CH3:10])[CH:3]=1, predict the reactants needed to synthesize it. The reactants are: [Br:1][C:2]1[CH:8]=[CH:7][C:5]([NH2:6])=[C:4]([O:9][CH3:10])[CH:3]=1.[C:11](O[C:11]([O:13][C:14]([CH3:17])([CH3:16])[CH3:15])=[O:12])([O:13][C:14]([CH3:17])([CH3:16])[CH3:15])=[O:12].CCCCCCC.C(OCC)(=O)C. (2) Given the product [NH2:9][C:5]1[CH:6]=[C:7]([CH3:8])[C:2]([Br:1])=[N:3][CH:4]=1, predict the reactants needed to synthesize it. The reactants are: [Br:1][C:2]1[C:7]([CH3:8])=[CH:6][C:5]([N+:9]([O-])=O)=[CH:4][N:3]=1.C(O)(C)C.O.C(=O)([O-])[O-].[K+].[K+]. (3) The reactants are: [NH2:1][CH2:2][C:3]1[CH:4]=[CH:5][C:6]([Cl:25])=[C:7]([C:9]2[NH:10][C:11](=[O:24])[N:12]([C:14]3[CH:19]=[CH:18][CH:17]=[C:16]([C:20]([F:23])([F:22])[F:21])[CH:15]=3)[N:13]=2)[CH:8]=1.[C:26](Cl)(=[O:31])[C:27]([CH3:30])([CH3:29])[CH3:28]. Given the product [Cl:25][C:6]1[CH:5]=[CH:4][C:3]([CH2:2][NH:1][C:26](=[O:31])[C:27]([CH3:30])([CH3:29])[CH3:28])=[CH:8][C:7]=1[C:9]1[NH:10][C:11](=[O:24])[N:12]([C:14]2[CH:19]=[CH:18][CH:17]=[C:16]([C:20]([F:22])([F:23])[F:21])[CH:15]=2)[N:13]=1, predict the reactants needed to synthesize it. (4) The reactants are: O.C(=O)(O)[O-].[Na+].C1(C)C=CC(C([C@](C(O)=O)(O)[C@](C(C2C=CC(C)=CC=2)=O)(O)C(O)=O)=O)=CC=1.[N:35]1[CH:40]=[CH:39][CH:38]=[C:37]([CH2:41][C@H:42]2[C:47](=[O:48])[CH:46]3[CH2:49][CH2:50][N:43]2[CH2:44][CH2:45]3)[CH:36]=1. Given the product [N:35]1[CH:40]=[CH:39][CH:38]=[C:37]([CH2:41][C@H:42]2[C:47](=[O:48])[CH:46]3[CH2:45][CH2:44][N:43]2[CH2:50][CH2:49]3)[CH:36]=1, predict the reactants needed to synthesize it. (5) Given the product [OH:8][CH2:9][CH2:10][CH2:11][N:12]([CH3:13])[C:14](=[O:15])[O:16][C:17]([CH3:20])([CH3:19])[CH3:18], predict the reactants needed to synthesize it. The reactants are: [Si]([O:8][CH2:9][CH2:10][CH2:11][NH:12][CH3:13])(C(C)(C)C)(C)C.[C:14](O[C:14]([O:16][C:17]([CH3:20])([CH3:19])[CH3:18])=[O:15])([O:16][C:17]([CH3:20])([CH3:19])[CH3:18])=[O:15].[F-].C([N+](CCCC)(CCCC)CCCC)CCC.